This data is from Catalyst prediction with 721,799 reactions and 888 catalyst types from USPTO. The task is: Predict which catalyst facilitates the given reaction. (1) Reactant: [O:1]1[CH2:6][CH2:5][O:4][C:3]2[CH:7]=[C:8]([C:11]3[C:12]([CH3:30])=[C:13]([CH:27]=[CH:28][CH:29]=3)[CH2:14][O:15][C:16]3[C:23]([CH2:24][CH3:25])=[CH:22][C:19]([CH:20]=[O:21])=[C:18]([OH:26])[CH:17]=3)[CH:9]=[CH:10][C:2]1=2.Br[CH2:32][C:33]1[CH:34]=[C:35]([CH:38]=[CH:39][CH:40]=1)[C:36]#[N:37].C(=O)([O-])[O-].[Cs+].[Cs+].O. Product: [O:1]1[CH2:6][CH2:5][O:4][C:3]2[CH:7]=[C:8]([C:11]3[C:12]([CH3:30])=[C:13]([CH:27]=[CH:28][CH:29]=3)[CH2:14][O:15][C:16]3[C:23]([CH2:24][CH3:25])=[CH:22][C:19]([CH:20]=[O:21])=[C:18]([CH:17]=3)[O:26][CH2:32][C:33]3[CH:34]=[C:35]([CH:38]=[CH:39][CH:40]=3)[C:36]#[N:37])[CH:9]=[CH:10][C:2]1=2. The catalyst class is: 3. (2) Reactant: [CH2:1](Br)[CH:2]=[CH2:3].[CH2:5]1[O:9][C:8]2[CH:10]=[C:11]([OH:14])[CH:12]=[CH:13][C:7]=2[O:6]1.C(=O)([O-])[O-].[K+].[K+]. The catalyst class is: 21. Product: [CH2:5]1[O:6][C:7]2[CH:13]=[CH:12][C:11]([O:14][CH2:3][CH:2]=[CH2:1])=[CH:10][C:8]=2[O:9]1.